From a dataset of Reaction yield outcomes from USPTO patents with 853,638 reactions. Predict the reaction yield, written as a fraction of the theoretical maximum amount of product (1.0 means a 100% yield; for example, 0.34 means a 34% yield). (1) The reactants are [Cl:1][C:2]1[C:3](O)=[N:4][C:5]([CH:11]2[CH2:13][CH2:12]2)=[N:6][C:7]=1[C:8]([OH:10])=[O:9].P(Cl)(Cl)([Cl:17])=O. The catalyst is O. The product is [CH:11]1([C:5]2[N:4]=[C:3]([Cl:17])[C:2]([Cl:1])=[C:7]([C:8]([OH:10])=[O:9])[N:6]=2)[CH2:13][CH2:12]1. The yield is 0.640. (2) The reactants are [CH2:1]([N:8]1[CH2:12][C@H:11]([O:13][Si:14]([C:17]([CH3:20])([CH3:19])[CH3:18])([CH3:16])[CH3:15])[C@H:10]([N:21]=[N+]=[N-])[CH2:9]1)[C:2]1[CH:7]=[CH:6][CH:5]=[CH:4][CH:3]=1.C1(P(C2C=CC=CC=2)C2C=CC=CC=2)C=CC=CC=1. The catalyst is C1COCC1.O.CCOCC. The product is [CH2:1]([N:8]1[CH2:12][C@H:11]([O:13][Si:14]([C:17]([CH3:19])([CH3:18])[CH3:20])([CH3:15])[CH3:16])[C@H:10]([NH2:21])[CH2:9]1)[C:2]1[CH:3]=[CH:4][CH:5]=[CH:6][CH:7]=1. The yield is 0.430. (3) The reactants are [H-].[Na+].[CH3:3][N:4]1[C:12](=[O:13])[CH:11]=[CH:10][N:9]2[C:5]1=[N:6][C@@H:7]1[CH2:16][CH2:15][CH2:14][C@@H:8]12.C1(C)C=CC(S([CH2:26][N+:27]#[C-:28])(=O)=O)=CC=1. The catalyst is C1COCC1. The product is [CH3:3][N:4]1[C:12](=[O:13])[C:11]2=[CH:26][NH:27][CH:28]=[C:10]2[N:9]2[C@H:8]3[CH2:14][CH2:15][CH2:16][C@H:7]3[N:6]=[C:5]12. The yield is 0.940.